This data is from Reaction yield outcomes from USPTO patents with 853,638 reactions. The task is: Predict the reaction yield, written as a fraction of the theoretical maximum amount of product (1.0 means a 100% yield; for example, 0.34 means a 34% yield). (1) The reactants are [OH:1][CH2:2][C:3]([O:5][CH2:6][CH3:7])=[O:4].[O:8]1[CH:13]=[CH:12][CH2:11][CH2:10][CH2:9]1.CC1C=CC(S([O-])(=O)=O)=CC=1.C1C=C[NH+]=CC=1. The catalyst is C(Cl)Cl. The product is [O:8]1[CH2:13][CH2:12][CH2:11][CH2:10][CH:9]1[O:1][CH2:2][C:3]([O:5][CH2:6][CH3:7])=[O:4]. The yield is 0.810. (2) The reactants are [F:1][C:2]1[CH:3]=[CH:4][C:5]([CH3:35])=[C:6]([CH:34]=1)[O:7][CH2:8][C:9]1[C:10]([C:23]2[CH:28]=[C:27]([N+:29]([O-])=O)[CH:26]=[CH:25][C:24]=2[O:32][CH3:33])=[CH:11][CH:12]=[C:13]2[C:18]=1[N:17]([CH3:19])[C:16](=[O:20])[C:15]([CH3:22])([CH3:21])[NH:14]2.CN(C)C=O.C(O)C. The catalyst is C(OCC)(=O)C.C(=O)([O-])O.[Na+].Cl[Pd](Cl)([P](C1C=CC=CC=1)(C1C=CC=CC=1)C1C=CC=CC=1)[P](C1C=CC=CC=1)(C1C=CC=CC=1)C1C=CC=CC=1. The product is [NH2:29][C:27]1[CH:26]=[CH:25][C:24]([O:32][CH3:33])=[C:23]([C:10]2[C:9]([CH2:8][O:7][C:6]3[CH:34]=[C:2]([F:1])[CH:3]=[CH:4][C:5]=3[CH3:35])=[C:18]3[C:13]([NH:14][C:15]([CH3:22])([CH3:21])[C:16](=[O:20])[N:17]3[CH3:19])=[CH:12][CH:11]=2)[CH:28]=1. The yield is 0.470. (3) The reactants are CC(C)([O-])C.[K+].[CH2:7]([N:14]1[C:23]2[C:18](=[C:19]([CH2:25][CH:26]3[S:30][C:29](=[O:31])[NH:28][C:27]3=[O:32])[CH:20]=[CH:21][C:22]=2[OH:24])[CH2:17][CH2:16][C:15]1=[O:33])[C:8]1[CH:13]=[CH:12][CH:11]=[CH:10][CH:9]=1.[CH2:34](Br)[C:35]1[CH:40]=[CH:39][CH:38]=[CH:37][CH:36]=1.S([O-])(O)(=O)=O.[K+]. The catalyst is O.CS(C)=O. The product is [CH2:7]([N:14]1[C:23]2[C:18](=[C:19]([CH2:25][CH:26]3[S:30][C:29](=[O:31])[NH:28][C:27]3=[O:32])[CH:20]=[CH:21][C:22]=2[O:24][CH2:34][C:35]2[CH:40]=[CH:39][CH:38]=[CH:37][CH:36]=2)[CH2:17][CH2:16][C:15]1=[O:33])[C:8]1[CH:13]=[CH:12][CH:11]=[CH:10][CH:9]=1. The yield is 0.760. (4) The reactants are Br[C:2]1[CH:3]=[C:4]([C:8]2[N:9]=[C:10]([CH:20]([CH3:22])[CH3:21])[NH:11][C:12]=2[C:13]2[CH:18]=[CH:17][CH:16]=[C:15]([CH3:19])[N:14]=2)[CH:5]=[CH:6][CH:7]=1.CC1(C)C(C)(C)OB([C:31]2[CH:45]=[CH:44][C:34]([C:35]([NH:37][CH:38]3[CH2:43][CH2:42][O:41][CH2:40][CH2:39]3)=[O:36])=[CH:33][CH:32]=2)O1.O.C(=O)([O-])[O-].[Na+].[Na+]. The catalyst is COCCOC.[Pd].C1(P(C2C=CC=CC=2)C2C=CC=CC=2)C=CC=CC=1.C1(P(C2C=CC=CC=2)C2C=CC=CC=2)C=CC=CC=1.C1(P(C2C=CC=CC=2)C2C=CC=CC=2)C=CC=CC=1.C1(P(C2C=CC=CC=2)C2C=CC=CC=2)C=CC=CC=1. The product is [O:41]1[CH2:42][CH2:43][CH:38]([NH:37][C:35](=[O:36])[C:34]2[CH:44]=[CH:45][C:31]([C:2]3[CH:7]=[CH:6][CH:5]=[C:4]([C:8]4[N:9]=[C:10]([CH:20]([CH3:22])[CH3:21])[NH:11][C:12]=4[C:13]4[CH:18]=[CH:17][CH:16]=[C:15]([CH3:19])[N:14]=4)[CH:3]=3)=[CH:32][CH:33]=2)[CH2:39][CH2:40]1. The yield is 0.920.